From a dataset of Reaction yield outcomes from USPTO patents with 853,638 reactions. Predict the reaction yield, written as a fraction of the theoretical maximum amount of product (1.0 means a 100% yield; for example, 0.34 means a 34% yield). (1) The reactants are C(OC1C=C(C=CC=1)CN(C1C=CC(C#N)=CC=1)N1C=NN=C1)C1C=CC=CC=1.[H-].[Na+].[C:32]([C:34]1[CH:39]=[CH:38][C:37]([NH:40][N:41]2[CH:45]=[N:44][N:43]=[CH:42]2)=[CH:36][CH:35]=1)#[N:33].[C:46]([O:54][C:55]1[CH:56]=[C:57]([CH:60]=[CH:61][C:62]=1[Cl:63])[CH2:58]Br)(=[O:53])[C:47]1[CH:52]=[CH:51][CH:50]=[CH:49][CH:48]=1. The catalyst is CN(C=O)C.CCOC(C)=O. The product is [C:46]([O:54][C:55]1[CH:56]=[C:57]([CH:60]=[CH:61][C:62]=1[Cl:63])[CH2:58][N:40]([C:37]1[CH:36]=[CH:35][C:34]([C:32]#[N:33])=[CH:39][CH:38]=1)[N:41]1[CH:42]=[N:43][N:44]=[CH:45]1)(=[O:53])[C:47]1[CH:52]=[CH:51][CH:50]=[CH:49][CH:48]=1. The yield is 0.820. (2) The reactants are [C:1]1([C:7]2[CH:12]=[C:11]([CH:13]3[CH2:18][CH2:17][N:16]([O:19][CH3:20])[CH2:15][CH2:14]3)[CH:10]=[CH:9][C:8]=2[NH:21][C:22]([C:24]2[N:25](COCC[Si](C)(C)C)[CH:26]=[C:27]([C:29]#[N:30])[N:28]=2)=[O:23])[CH2:6][CH2:5][CH2:4][CH2:3][CH:2]=1.[C:39]([OH:45])([C:41]([F:44])([F:43])[F:42])=[O:40]. The catalyst is C(Cl)Cl.CCO. The product is [F:42][C:41]([F:44])([F:43])[C:39]([OH:45])=[O:40].[C:1]1([C:7]2[CH:12]=[C:11]([CH:13]3[CH2:18][CH2:17][N:16]([O:19][CH3:20])[CH2:15][CH2:14]3)[CH:10]=[CH:9][C:8]=2[NH:21][C:22]([C:24]2[NH:28][C:27]([C:29]#[N:30])=[CH:26][N:25]=2)=[O:23])[CH2:6][CH2:5][CH2:4][CH2:3][CH:2]=1. The yield is 0.580. (3) The reactants are [Br:1][C:2]1[CH:3]=[C:4]([N:9]2[CH2:14][CH2:13][O:12][CH2:11][CH2:10]2)[C:5](=[O:8])[NH:6][CH:7]=1.[CH3:15][S:16]([CH:19]=[CH2:20])(=[O:18])=[O:17].C(=O)([O-])[O-].[Cs+].[Cs+]. No catalyst specified. The product is [Br:1][C:2]1[CH:3]=[C:4]([N:9]2[CH2:14][CH2:13][O:12][CH2:11][CH2:10]2)[C:5](=[O:8])[N:6]([CH2:20][CH2:19][S:16]([CH3:15])(=[O:18])=[O:17])[CH:7]=1. The yield is 0.980.